From a dataset of Full USPTO retrosynthesis dataset with 1.9M reactions from patents (1976-2016). Predict the reactants needed to synthesize the given product. (1) Given the product [C:10]([O:9][C:7]([N:5]1[CH2:6][C@@H:2]([CH3:1])[CH2:3][C@H:4]1[C:14]1[NH:18][C:17]2[CH:19]=[CH:20][C:21]([C:23]3[CH:28]=[CH:27][C:26]([C:39]4[CH:60]=[CH:59][C:42]5[N:43]=[C:44]([C@@H:46]6[CH2:50][C@H:49]([CH3:51])[CH2:48][N:47]6[C:52]([O:54][C:55]([CH3:58])([CH3:57])[CH3:56])=[O:53])[O:45][C:41]=5[CH:40]=4)=[CH:25][CH:24]=3)=[CH:22][C:16]=2[N:15]=1)=[O:8])([CH3:11])([CH3:12])[CH3:13], predict the reactants needed to synthesize it. The reactants are: [CH3:1][C@@H:2]1[CH2:6][N:5]([C:7]([O:9][C:10]([CH3:13])([CH3:12])[CH3:11])=[O:8])[C@H:4]([C:14]2[NH:18][C:17]3[CH:19]=[CH:20][C:21]([C:23]4[CH:28]=[CH:27][C:26](B5OC(C)(C)C(C)(C)O5)=[CH:25][CH:24]=4)=[CH:22][C:16]=3[N:15]=2)[CH2:3]1.Br[C:39]1[CH:60]=[CH:59][C:42]2[N:43]=[C:44]([C@@H:46]3[CH2:50][C@H:49]([CH3:51])[CH2:48][N:47]3[C:52]([O:54][C:55]([CH3:58])([CH3:57])[CH3:56])=[O:53])[O:45][C:41]=2[CH:40]=1.C([O-])(O)=O.[Na+].N#N. (2) Given the product [CH3:1][C:2]1([CH3:33])[C:11]2[CH:10]=[C:9]([Se:12][C:13]3[CH:14]=[C:15](/[CH:19]=[CH:20]\[C:21]([OH:23])=[O:22])[CH:16]=[CH:17][CH:18]=3)[CH:8]=[CH:7][C:6]=2[C:5]([C:26]2[CH:27]=[CH:28][C:29]([CH3:32])=[CH:30][CH:31]=2)=[CH:4][CH2:3]1, predict the reactants needed to synthesize it. The reactants are: [CH3:1][C:2]1([CH3:33])[C:11]2[CH:10]=[C:9]([Se:12][C:13]3[CH:14]=[C:15](/[CH:19]=[CH:20]/[C:21]([O:23]CC)=[O:22])[CH:16]=[CH:17][CH:18]=3)[CH:8]=[CH:7][C:6]=2[C:5]([C:26]2[CH:31]=[CH:30][C:29]([CH3:32])=[CH:28][CH:27]=2)=[CH:4][CH2:3]1.O.[OH-].[Li+]. (3) The reactants are: Br[C:2]1[N:7]=[CH:6][C:5]2[C:8]([C:14]3[C:18]([CH3:19])=[CH:17][N:16]([CH2:20][CH2:21][O:22][CH:23]4[CH2:28][CH2:27][CH2:26][CH2:25][O:24]4)[N:15]=3)=[CH:9][N:10]([CH:11]([CH3:13])[CH3:12])[C:4]=2[CH:3]=1.[CH:29]1([S:32]([N:35]2[CH:39]=[C:38]([C:40]3[N:45]=[C:44]([NH2:46])[CH:43]=[CH:42][N:41]=3)[CH:37]=[N:36]2)(=[O:34])=[O:33])[CH2:31][CH2:30]1.C1(P(C2C=CC=CC=2)C2C3OC4C(=CC=CC=4P(C4C=CC=CC=4)C4C=CC=CC=4)C(C)(C)C=3C=CC=2)C=CC=CC=1.C(=O)([O-])[O-].[Cs+].[Cs+]. Given the product [CH:29]1([S:32]([N:35]2[CH:39]=[C:38]([C:40]3[N:45]=[C:44]([NH:46][C:2]4[N:7]=[CH:6][C:5]5[C:8]([C:14]6[C:18]([CH3:19])=[CH:17][N:16]([CH2:20][CH2:21][O:22][CH:23]7[CH2:28][CH2:27][CH2:26][CH2:25][O:24]7)[N:15]=6)=[CH:9][N:10]([CH:11]([CH3:13])[CH3:12])[C:4]=5[CH:3]=4)[CH:43]=[CH:42][N:41]=3)[CH:37]=[N:36]2)(=[O:33])=[O:34])[CH2:31][CH2:30]1, predict the reactants needed to synthesize it. (4) Given the product [CH2:22]([NH:21][C:20]([O:19][CH2:18][CH:3]1[CH:2]([OH:1])[CH2:6][CH:5]([OH:7])[CH:4]1[CH2:8][CH:9]=[CH:10][CH2:11][CH2:12][CH2:13][C:14]([O:16][CH3:17])=[O:15])=[O:28])[C:27]1[CH:26]=[CH:25][CH:24]=[CH:23][CH:29]=1, predict the reactants needed to synthesize it. The reactants are: [OH:1][CH:2]1[CH2:6][CH:5]([OH:7])[CH:4]([CH2:8][CH:9]=[CH:10][CH2:11][CH2:12][CH2:13][C:14]([O:16][CH3:17])=[O:15])[CH:3]1[CH2:18][O:19][C:20](=[O:28])[NH:21][C:22]1[CH:27]=[CH:26][CH:25]=[CH:24][CH:23]=1.[CH3:29]COCC.C1(C)C=CC(S([O-])(=O)=O)=CC=1.[NH+]1C=CC=CC=1. (5) Given the product [NH2:7][C:6]1[CH:5]=[C:4]([C@@H:2]([NH:1][C:14]2[CH:15]=[N:16][CH:17]=[C:12]([Cl:11])[N:13]=2)[CH3:3])[CH:10]=[CH:9][CH:8]=1, predict the reactants needed to synthesize it. The reactants are: [NH2:1][C@H:2]([C:4]1[CH:5]=[C:6]([CH:8]=[CH:9][CH:10]=1)[NH2:7])[CH3:3].[Cl:11][C:12]1[CH:17]=[N:16][CH:15]=[C:14](Cl)[N:13]=1.C(=O)([O-])[O-].[K+].[K+].